Dataset: Peptide-MHC class I binding affinity with 185,985 pairs from IEDB/IMGT. Task: Regression. Given a peptide amino acid sequence and an MHC pseudo amino acid sequence, predict their binding affinity value. This is MHC class I binding data. (1) The binding affinity (normalized) is 0.0847. The MHC is HLA-A02:01 with pseudo-sequence HLA-A02:01. The peptide sequence is FRYEFTAPF. (2) The peptide sequence is NHINEELSL. The MHC is HLA-B38:01 with pseudo-sequence HLA-B38:01. The binding affinity (normalized) is 0.615. (3) The peptide sequence is AVHGYYIGY. The MHC is HLA-A11:01 with pseudo-sequence HLA-A11:01. The binding affinity (normalized) is 0.696. (4) The peptide sequence is FIFGKMGAG. The MHC is HLA-A69:01 with pseudo-sequence HLA-A69:01. The binding affinity (normalized) is 0.0847. (5) The peptide sequence is DTFGVIDTM. The MHC is HLA-B40:01 with pseudo-sequence HLA-B40:01. The binding affinity (normalized) is 0.0847. (6) The peptide sequence is YLVKYQATV. The MHC is HLA-A02:02 with pseudo-sequence HLA-A02:02. The binding affinity (normalized) is 0.712.